Task: Predict the reaction yield, written as a fraction of the theoretical maximum amount of product (1.0 means a 100% yield; for example, 0.34 means a 34% yield).. Dataset: Reaction yield outcomes from USPTO patents with 853,638 reactions (1) The reactants are [CH2:1]([O:8][C:9](=[O:30])[NH:10][C:11]1[CH:16]=[CH:15][C:14]([F:17])=[C:13]([CH:18]([OH:28])[C:19]2[C:27]3[C:22](=[N:23][CH:24]=[CH:25][CH:26]=3)[NH:21][CH:20]=2)[C:12]=1[F:29])[C:2]1[CH:7]=[CH:6][CH:5]=[CH:4][CH:3]=1.O1CCCC1.CC(OI1(OC(C)=O)(OC(C)=O)OC(=O)C2C=CC=CC1=2)=O. The catalyst is O. The product is [CH2:1]([O:8][C:9](=[O:30])[NH:10][C:11]1[CH:16]=[CH:15][C:14]([F:17])=[C:13]([C:18]([C:19]2[C:27]3[C:22](=[N:23][CH:24]=[CH:25][CH:26]=3)[NH:21][CH:20]=2)=[O:28])[C:12]=1[F:29])[C:2]1[CH:3]=[CH:4][CH:5]=[CH:6][CH:7]=1. The yield is 0.910. (2) The reactants are [I:1][C:2]1[C:3](=[O:19])[C:4]2[CH:9]=[CH:8][NH:7][C:6](=[O:10])[C:5]=2[O:11][C:12]=1[C:13]1[CH:18]=[CH:17][CH:16]=[CH:15][CH:14]=1.[C:20](=O)([O-])[O-].[K+].[K+].IC. The catalyst is CN(C=O)C. The product is [I:1][C:2]1[C:3](=[O:19])[C:4]2[CH:9]=[CH:8][N:7]([CH3:20])[C:6](=[O:10])[C:5]=2[O:11][C:12]=1[C:13]1[CH:18]=[CH:17][CH:16]=[CH:15][CH:14]=1. The yield is 0.610. (3) The reactants are [O:1]1[C:5]2[CH:6]=[CH:7][C:8]([C:10]3([CH3:17])[NH:14][C:13](=[O:15])[NH:12][C:11]3=[O:16])=[CH:9][C:4]=2[CH2:3][CH2:2]1.C(=O)([O-])[O-].[K+].[K+].[CH2:24]([O:31][C:32]([C:41]1[N:46]=[CH:45][C:44]([N:47]2[CH2:52][CH2:51][N:50]([C:53](=[O:56])[CH2:54]Br)[CH2:49][CH2:48]2)=[C:43]([CH2:57][CH2:58][CH3:59])[CH:42]=1)([C:37]([F:40])([F:39])[F:38])[C:33]([F:36])([F:35])[F:34])[C:25]1[CH:30]=[CH:29][CH:28]=[CH:27][CH:26]=1.O. The catalyst is CN(C)C=O. The product is [CH2:24]([O:31][C:32]([C:41]1[N:46]=[CH:45][C:44]([N:47]2[CH2:52][CH2:51][N:50]([C:53](=[O:56])[CH2:54][N:12]3[C:11](=[O:16])[C:10]([C:8]4[CH:7]=[CH:6][C:5]5[O:1][CH2:2][CH2:3][C:4]=5[CH:9]=4)([CH3:17])[NH:14][C:13]3=[O:15])[CH2:49][CH2:48]2)=[C:43]([CH2:57][CH2:58][CH3:59])[CH:42]=1)([C:33]([F:34])([F:35])[F:36])[C:37]([F:38])([F:40])[F:39])[C:25]1[CH:26]=[CH:27][CH:28]=[CH:29][CH:30]=1. The yield is 0.780. (4) The yield is 0.680. The catalyst is CN(C=O)C. The reactants are [H-].[Na+].[NH2:3][C@@H:4]1[C:13]2[C:8](=[CH:9][CH:10]=[CH:11][CH:12]=2)[C@H:7]([OH:14])[CH2:6][CH2:5]1.F[C:16]1[CH:17]=[CH:18][C:19]2[N:20]([C:22]([N:25]([CH:29]([CH3:31])[CH3:30])[CH:26]([CH3:28])[CH3:27])=[N:23][N:24]=2)[CH:21]=1. The product is [NH2:3][C@@H:4]1[C:13]2[C:8](=[CH:9][CH:10]=[CH:11][CH:12]=2)[C@H:7]([O:14][C:16]2[CH:17]=[CH:18][C:19]3[N:20]([C:22]([N:25]([CH:29]([CH3:31])[CH3:30])[CH:26]([CH3:27])[CH3:28])=[N:23][N:24]=3)[CH:21]=2)[CH2:6][CH2:5]1. (5) The reactants are Cl.Cl[C:3]1[N:8]=[C:7]([NH:9][CH:10]2[CH2:15][C:14]([CH3:17])([CH3:16])[NH:13][C:12]([CH3:19])([CH3:18])[CH2:11]2)[C:6]([F:20])=[CH:5][N:4]=1.[F:21][C:22]1[CH:27]=[CH:26][C:25]([N:28]2[CH:32]=[N:31][N:30]=[N:29]2)=[CH:24][C:23]=1[NH2:33].[C:34](O)(C(F)(F)F)=[O:35].N1C=CC=NC=1. The catalyst is CC(O)C. The product is [NH3:4].[CH3:34][OH:35].[F:20][C:6]1[C:7]([NH:9][CH:10]2[CH2:15][C:14]([CH3:17])([CH3:16])[NH:13][C:12]([CH3:19])([CH3:18])[CH2:11]2)=[N:8][C:3]([NH:33][C:23]2[CH:24]=[C:25]([N:28]3[CH:32]=[N:31][N:30]=[N:29]3)[CH:26]=[CH:27][C:22]=2[F:21])=[N:4][CH:5]=1. The yield is 0.0100. (6) The reactants are [F:1][C:2]1[CH:7]=[CH:6][CH:5]=[C:4]([F:8])[C:3]=1[C:9]1[N:14]=[C:13]([C:15]([OH:17])=[O:16])[CH:12]=[CH:11][C:10]=1[F:18].[N+:19]([O-])([OH:21])=[O:20]. The catalyst is OS(O)(=O)=O. The product is [F:1][C:2]1[C:7]([N+:19]([O-:21])=[O:20])=[CH:6][CH:5]=[C:4]([F:8])[C:3]=1[C:9]1[N:14]=[C:13]([C:15]([OH:17])=[O:16])[CH:12]=[CH:11][C:10]=1[F:18]. The yield is 0.850. (7) The reactants are [F:1][C:2]1[CH:7]=[CH:6][CH:5]=[C:4]([F:8])[C:3]=1[C:9]1[C:17]2[O:16][CH:15]([CH2:18][N:19]=[N+]=[N-])[CH2:14][C:13]=2[CH:12]=[CH:11][CH:10]=1. The catalyst is [Pd]. The product is [F:1][C:2]1[CH:7]=[CH:6][CH:5]=[C:4]([F:8])[C:3]=1[C:9]1[C:17]2[O:16][CH:15]([CH2:18][NH2:19])[CH2:14][C:13]=2[CH:12]=[CH:11][CH:10]=1. The yield is 0.900. (8) The reactants are [OH:1][CH2:2][C:3]1(C)[CH:8]=[N:7][C:6]([N:9]2[CH:13]=[CH:12][C:11]([CH:14]([C:16]3[CH:28]=[CH:27][C:19]4[N:20]([CH2:24][O:25][CH3:26])[C:21](=[O:23])[S:22][C:18]=4[CH:17]=3)[CH3:15])=[N:10]2)=[CH:5][CH2:4]1.C[Si]([N-][Si](C)(C)C)(C)C.[Li+].[CH2:40]([O:42][C:43](=[O:46])[CH2:44]Br)[CH3:41]. The catalyst is O1CCCC1.[Cl-].[NH4+]. The product is [CH3:26][O:25][CH2:24][N:20]1[C:19]2[CH:27]=[CH:28][C:16]([CH:14]([C:11]3[CH:12]=[CH:13][N:9]([C:6]4[N:7]=[CH:8][C:3]([CH2:2][O:1][CH2:44][C:43]([O:42][CH2:40][CH3:41])=[O:46])=[CH:4][CH:5]=4)[N:10]=3)[CH3:15])=[CH:17][C:18]=2[S:22][C:21]1=[O:23]. The yield is 0.410.